From a dataset of Catalyst prediction with 721,799 reactions and 888 catalyst types from USPTO. Predict which catalyst facilitates the given reaction. (1) Reactant: O[CH:2]=[C:3]1[C:11]2[C:6](=[CH:7][C:8]([C:12]([C:14]3[CH:19]=[CH:18][C:17]([NH:20][C:21]([C:23]4[N:24]([CH3:29])[N:25]=[C:26]([CH3:28])[CH:27]=4)=[O:22])=[CH:16][CH:15]=3)=[O:13])=[CH:9][CH:10]=2)[NH:5][C:4]1=[O:30].[NH2:31][C:32]1[CH:37]=[CH:36][C:35]([N:38]2[CH2:43][CH2:42][O:41][CH2:40][CH2:39]2)=[CH:34][CH:33]=1. Product: [N:38]1([C:35]2[CH:34]=[CH:33][C:32]([NH:31][CH:2]=[C:3]3[C:11]4[C:6](=[CH:7][C:8]([C:12]([C:14]5[CH:15]=[CH:16][C:17]([NH:20][C:21]([C:23]6[N:24]([CH3:29])[N:25]=[C:26]([CH3:28])[CH:27]=6)=[O:22])=[CH:18][CH:19]=5)=[O:13])=[CH:9][CH:10]=4)[NH:5][C:4]3=[O:30])=[CH:37][CH:36]=2)[CH2:43][CH2:42][O:41][CH2:40][CH2:39]1. The catalyst class is: 1. (2) Reactant: C1(P(C2C=CC=CC=2)C2C=CC=CC=2)C=CC=CC=1.O(C(C)(C)C)[Na].[C:26]([C:29]1[CH:34]=[CH:33][CH:32]=[CH:31][CH:30]=1)(=[O:28])[CH3:27]. Product: [CH3:27][CH:26]([OH:28])[C:29]1[CH:34]=[CH:33][CH:32]=[CH:31][CH:30]=1. The catalyst class is: 32. (3) Product: [Br:1][C:2]1[CH:3]=[C:4]([CH3:10])[C:5]2[N:9]=[C:11]([CH3:12])[N:8]([C:15]([O:17][C:18]([CH3:21])([CH3:20])[CH3:19])=[O:16])[C:6]=2[CH:7]=1. The catalyst class is: 7. Reactant: [Br:1][C:2]1[CH:7]=[C:6]([NH2:8])[C:5]([NH2:9])=[C:4]([CH3:10])[CH:3]=1.[C:11](Cl)(=O)[CH3:12].[C:15](O[C:15]([O:17][C:18]([CH3:21])([CH3:20])[CH3:19])=[O:16])([O:17][C:18]([CH3:21])([CH3:20])[CH3:19])=[O:16]. (4) Reactant: Br[C:2]1[S:24][C:5]2=[N:6][C:7]([Cl:23])=[C:8]([CH:10]([N:12]3[C:20](=[O:21])[C:19]4[C:14](=[CH:15][CH:16]=[CH:17][CH:18]=4)[C:13]3=[O:22])[CH3:11])[CH:9]=[C:4]2[CH:3]=1. Product: [Cl:23][C:7]1[N:6]=[C:5]2[S:24][CH:2]=[CH:3][C:4]2=[CH:9][C:8]=1[CH:10]([N:12]1[C:13](=[O:22])[C:14]2[C:19](=[CH:18][CH:17]=[CH:16][CH:15]=2)[C:20]1=[O:21])[CH3:11]. The catalyst class is: 45.